Dataset: Catalyst prediction with 721,799 reactions and 888 catalyst types from USPTO. Task: Predict which catalyst facilitates the given reaction. Reactant: [CH2:1]([OH:24])[C@H:2]1[O:7][C@@H:6]([O:8][C@@H:9]([C@H:14]([OH:20])[C@@H:15]([OH:19])[C:16]([OH:18])=O)[C@H:10]([OH:13])[CH2:11][OH:12])[C@H:5]([OH:21])[C@@H:4]([OH:22])[C@H:3]1[OH:23].[NH2:25][C@H:26]([CH2:28][C:29]1[CH:34]=[CH:33][CH:32]=[CH:31][CH:30]=1)[CH3:27].CN(C(ON1N=NC2C=CC=NC1=2)=[N+](C)C)C.F[P-](F)(F)(F)(F)F.CN1CCOCC1. Product: [OH:19][C@H:15]([C@@H:14]([OH:20])[C@H:9]([O:8][C@H:6]1[C@H:5]([OH:21])[C@@H:4]([OH:22])[C@@H:3]([OH:23])[C@@H:2]([CH2:1][OH:24])[O:7]1)[C@H:10]([OH:13])[CH2:11][OH:12])[C:16]([NH:25][C@@H:26]([CH3:27])[CH2:28][C:29]1[CH:34]=[CH:33][CH:32]=[CH:31][CH:30]=1)=[O:18]. The catalyst class is: 3.